This data is from Catalyst prediction with 721,799 reactions and 888 catalyst types from USPTO. The task is: Predict which catalyst facilitates the given reaction. (1) Reactant: [Br:1][C:2]1[CH:3]=[N:4][C:5]2[N:6]([N:8]=[CH:9][C:10]=2[C:11]2[C:20]3[C:15](=[CH:16][CH:17]=[CH:18][CH:19]=3)[N+:14]([O-])=[CH:13][CH:12]=2)[CH:7]=1.O(Cl)[Cl:23].[P+5].C(=O)(O)[O-].[Na+]. Product: [Br:1][C:2]1[CH:3]=[N:4][C:5]2[N:6]([N:8]=[CH:9][C:10]=2[C:11]2[C:20]3[C:15](=[CH:16][CH:17]=[CH:18][CH:19]=3)[N:14]=[C:13]([Cl:23])[CH:12]=2)[CH:7]=1. The catalyst class is: 11. (2) Reactant: C(=[N:14][C:15]1[N:16]=[C:17]2[C:23]([CH3:24])=[CH:22][N:21]([CH2:25][O:26][CH2:27][CH2:28][Si:29]([CH3:32])([CH3:31])[CH3:30])[C:18]2=[N:19][CH:20]=1)(C1C=CC=CC=1)C1C=CC=CC=1.CC([O-])=O.[Na+].NO.Cl. Product: [CH3:24][C:23]1[C:17]2[C:18](=[N:19][CH:20]=[C:15]([NH2:14])[N:16]=2)[N:21]([CH2:25][O:26][CH2:27][CH2:28][Si:29]([CH3:30])([CH3:32])[CH3:31])[CH:22]=1. The catalyst class is: 5. (3) Reactant: C([NH:8][C:9]1([CH2:13][NH:14][C:15]2[C:24]3[C:19](=[CH:20][CH:21]=[C:22]([CH3:25])[CH:23]=3)[N:18]=[C:17]([N:26]3[CH2:32][C:31]4[CH:33]=[CH:34][CH:35]=[CH:36][C:30]=4[S:29](=[O:38])(=[O:37])[CH2:28][CH2:27]3)[N:16]=2)[CH2:12][CH2:11][CH2:10]1)C1C=CC=CC=1.FC(F)(F)C(O)=O. Product: [NH2:8][C:9]1([CH2:13][NH:14][C:15]2[C:24]3[C:19](=[CH:20][CH:21]=[C:22]([CH3:25])[CH:23]=3)[N:18]=[C:17]([N:26]3[CH2:32][C:31]4[CH:33]=[CH:34][CH:35]=[CH:36][C:30]=4[S:29](=[O:38])(=[O:37])[CH2:28][CH2:27]3)[N:16]=2)[CH2:12][CH2:11][CH2:10]1. The catalyst class is: 105. (4) Reactant: FC(F)(F)C(O)=O.[CH2:8]([O:10][C:11](=[O:53])[CH2:12][C:13]1[CH:14]=[N:15][C:16]([C:19]2[CH:24]=[CH:23][C:22]([C:25]([C:30]3[CH:35]=[CH:34][C:33]([CH2:36][CH2:37][CH:38]([O:43][Si](C(C)(C)C)(C)C)[C:39]([CH3:42])([CH3:41])[CH3:40])=[C:32]([CH3:51])[CH:31]=3)([CH2:28][CH3:29])[CH2:26][CH3:27])=[CH:21][C:20]=2[CH3:52])=[N:17][CH:18]=1)[CH3:9]. Product: [CH2:8]([O:10][C:11](=[O:53])[CH2:12][C:13]1[CH:18]=[N:17][C:16]([C:19]2[CH:24]=[CH:23][C:22]([C:25]([CH2:26][CH3:27])([C:30]3[CH:35]=[CH:34][C:33]([CH2:36][CH2:37][CH:38]([OH:43])[C:39]([CH3:40])([CH3:41])[CH3:42])=[C:32]([CH3:51])[CH:31]=3)[CH2:28][CH3:29])=[CH:21][C:20]=2[CH3:52])=[N:15][CH:14]=1)[CH3:9]. The catalyst class is: 4. (5) Reactant: N#N.[CH2:3]([O:5][C:6]([C:8]1[N:9]=[C:10]([CH:13]=[O:14])[O:11][CH:12]=1)=[O:7])[CH3:4].[BH4-].[Na+].[NH4+].[Cl-]. Product: [CH2:3]([O:5][C:6]([C:8]1[N:9]=[C:10]([CH2:13][OH:14])[O:11][CH:12]=1)=[O:7])[CH3:4]. The catalyst class is: 14. (6) Reactant: C1C=CC(P(C2C=CC=CC=2)C2C=CC=CC=2)=CC=1.II.C(N(CC)CC)C.[NH2:29][C:30]1[C:31]([C:47]([NH:49][NH:50][C:51]([C:53]2[CH:54]=[C:55]3[C:60](=[CH:61][CH:62]=2)[CH2:59][N:58]([C:63]([O:65][C:66]([CH3:69])([CH3:68])[CH3:67])=[O:64])[CH2:57][CH2:56]3)=[O:52])=O)=[N:32][C:33]([C:36]2[CH:41]=[CH:40][N:39]=[C:38]([C:42]([C:45]#[N:46])([CH3:44])[CH3:43])[CH:37]=2)=[CH:34][N:35]=1. Product: [NH2:29][C:30]1[C:31]([C:47]2[O:52][C:51]([C:53]3[CH:54]=[C:55]4[C:60](=[CH:61][CH:62]=3)[CH2:59][N:58]([C:63]([O:65][C:66]([CH3:69])([CH3:68])[CH3:67])=[O:64])[CH2:57][CH2:56]4)=[N:50][N:49]=2)=[N:32][C:33]([C:36]2[CH:41]=[CH:40][N:39]=[C:38]([C:42]([C:45]#[N:46])([CH3:43])[CH3:44])[CH:37]=2)=[CH:34][N:35]=1. The catalyst class is: 4. (7) Reactant: [N:1]1[CH:6]=[CH:5][CH:4]=[CH:3][C:2]=1[C:7]1[C:11]([C:12]2[C:21]3[C:16](=[CH:17][CH:18]=[CH:19][CH:20]=3)[N:15]=[CH:14][CH:13]=2)=[CH:10][N:9]([CH2:22][CH2:23][C:24]#[N:25])[N:8]=1.N.[H][H]. Product: [N:1]1[CH:6]=[CH:5][CH:4]=[CH:3][C:2]=1[C:7]1[C:11]([C:12]2[C:21]3[C:16](=[CH:17][CH:18]=[CH:19][CH:20]=3)[N:15]=[CH:14][CH:13]=2)=[CH:10][N:9]([CH2:22][CH2:23][CH2:24][NH2:25])[N:8]=1. The catalyst class is: 319.